Dataset: Full USPTO retrosynthesis dataset with 1.9M reactions from patents (1976-2016). Task: Predict the reactants needed to synthesize the given product. Given the product [Br:1][C:2]1[CH:10]=[CH:9][C:8]2[NH:7][C:6]3[C:11]([O:16][CH2:17][CH3:18])=[N:12][C:13]([N:19]4[CH2:24][CH2:23][NH:22][CH2:21][CH2:20]4)=[N:14][C:5]=3[C:4]=2[CH:3]=1, predict the reactants needed to synthesize it. The reactants are: [Br:1][C:2]1[CH:10]=[CH:9][C:8]2[NH:7][C:6]3[C:11]([O:16][CH2:17][CH3:18])=[N:12][C:13](Cl)=[N:14][C:5]=3[C:4]=2[CH:3]=1.[NH:19]1[CH2:24][CH2:23][NH:22][CH2:21][CH2:20]1.